This data is from Experimentally validated miRNA-target interactions with 360,000+ pairs, plus equal number of negative samples. The task is: Binary Classification. Given a miRNA mature sequence and a target amino acid sequence, predict their likelihood of interaction. (1) The miRNA is hsa-miR-548s with sequence AUGGCCAAAACUGCAGUUAUUUU. The protein sequence of the target gene is MAALKALVSGCGRLLRGLLAGPAATSWSRLPARGFREVVETQEGKTTIIEGRITATPKESPNPPNPSGQCPICRWNLKHKYNYDDVLLLSQFIRPHGGMLPRKITGLCQEEHRKIEECVKMAHRAGLLPNHRPRLPEGVVPKSKPQLNRYLTRWAPGSVKPIYKKGPRWNRVRMPVGSPLLRDNVCYSRTPWKLYH. Result: 1 (interaction). (2) The miRNA is hsa-miR-548ar-5p with sequence AAAAGUAAUUGCAGUUUUUGC. The protein sequence of the target gene is MHYPTALLFLILANGAQAFRICAFNAQRLTLAKVAREQVMDTLVRILARCDIMVLQEVVDSSGSAIPLLLRELNRFDGSGPYSTLSSPQLGRSTYMETYVYFYRSHKTQVLSSYVYNDEDDVFAREPFVAQFSLPSNVLPSLVLVPLHTTPKAVEKELNALYDVFLEVSQHWQSKDVILLGDFNADCASLTKKRLDKLELRTEPGFHWVIADGEDTTVRASTHCTYDRVVLHGERCRSLLHTAAAFDFPTSFQLTEEEALNISDHYPVEVELKLSQAHSVQPLSLTVLLLLSLLSPQLCP.... Result: 0 (no interaction). (3) The miRNA is mmu-miR-361-5p with sequence UUAUCAGAAUCUCCAGGGGUAC. The protein sequence of the target gene is MAAALADMADLEELSRLSPLSPGSPGPAARGRAEPPEEEEEEDDEEAEAEAVAALLLNGGAGGGAGGGEAETMSEPSPESASQAGGDEDEDEEDDEDEGSSSGGAEEESSAESLVGSSSGGCSGDETRSLSPGAASSSSGDGDGKEGLEEPKGPRGGPGGPGSSGGGSSSSSVVSSGGDEGYGTGGGGSSATSGGRRGSLEMSSDGEPLSRMDSEDSISSTLMDIDSTISSGRSTPAMMNGQGSTTASSKHIAYNCCWDQCQACFNSSPDLADHIRSIHVDGQRGGVFVCLWKGCKVYNT.... Result: 0 (no interaction). (4) The miRNA is hsa-miR-27b-3p with sequence UUCACAGUGGCUAAGUUCUGC. The protein sequence of the target gene is MDLTAIYESLLSLSPDVPVPSDHGGTESSPGWGSSGPWSLSPSDSSPSGVTSRLPGRSTSLVEGRSCGWVPPPPGFAPLAPRLGPELSPSPTSPTATSTTPSRYKTELCRTFSESGRCRYGAKCQFAHGLGELRQANRHPKYKTELCHKFYLQGRCPYGSRCHFIHNPSEDLAAPGHPPVLRQSISFSGLPSGRRTSPPPPGLAGPSLSSSSFSPSSSPPPPGDLPLSPSAFSAAPGTPLARRDPTPVCCPSCRRATPISVWGPLGGLVRTPSVQSLGSDPDEYASSGSSLGGSDSPVFE.... Result: 1 (interaction). (5) The miRNA is hsa-miR-643 with sequence ACUUGUAUGCUAGCUCAGGUAG. The protein sequence of the target gene is MALLSTVRGATWGRLVTRHFSHAARHGERPGGEELSRLLLDDLVPTSRLELLFGMTPCLLALQAARRSVARLLLQAGKAGLQGKRAELLRMAEARDIPVLRPRRQKLDTMCRYQVHQGVCMEVSPLRPRPWREAGEASPGDDPQQLWLVLDGIQDPRNFGAVLRSAHFLGVDKVITSRRNSCPLTPVVSKSSAGAMEVMDVFSTDDLTGFLQTKAQQGWLVAGTVGCPSTEDPQSSEIPIMSCLEFLWERPTLLVLGNEGSGLSQEVQASCQLLLTILPRRQLPPGLESLNVSVAAGILL.... Result: 0 (no interaction). (6) The miRNA is hsa-miR-7152-3p with sequence UCUGGUCCUGGACAGGAGGC. The protein sequence of the target gene is MAGYKPVAIQTYPVLGEKITQDTLYWNNYKTPVQIKEFGAVSKVDFSPQLPYNYAVTASSRIHIYGRYSQEPVKTFSRFKDTAYCATFRQDGQLLVAGSEDGVVQLFDINGRAPLRQFEGHTKAVHTVDFTADNYHVVSGADDYTVKLWDIPNSKEILTFKEHSDYVRCGCASKLNPDLFVTGSYDHTVKIFDARTNKNVLCVEHGQPVESVLLFPSGGLLVSAGGRYVKVWDMLKGGQLLVSLKNHHKTVTCLCLSSSGQRLLSGSLDRKVKVYSTTSYKVVHSFDYAASILSLALSHQ.... Result: 0 (no interaction). (7) The miRNA is mmu-miR-7231-3p with sequence CUUGCUUCUUUGUUUCCCCAGAA. The protein sequence of the target gene is MANLSQPSEFVLLGFSSFGELQALLYGPFLMLYLLAFMGNTIIIVMVIADTHLHTPMYFFLGNFSLLEILVTMTAVPRMLSDLLVPHKVITFTGCMVQFYFHFSLGSTSFLILTDMALDRFVAICHPLRYGTLMSRAMCVQLAGAAWAAPFLAMVPTVLSRAHLDYCHGDVINHFFCDNEPLLQLSCSDTRLLEFWDFLMALTFVLSSFLVTLISYGYIVTTVLRIPSASSCQKAFSTCGSHLTLVFIGYSSTIFLYVRPGKAHSVQVRKVVALVTSVLTPFLNPFILTFCNQTVKTVLQ.... Result: 0 (no interaction).